Dataset: NCI-60 drug combinations with 297,098 pairs across 59 cell lines. Task: Regression. Given two drug SMILES strings and cell line genomic features, predict the synergy score measuring deviation from expected non-interaction effect. (1) Drug 1: C1CN(CCN1C(=O)CCBr)C(=O)CCBr. Drug 2: CC(C)CN1C=NC2=C1C3=CC=CC=C3N=C2N. Cell line: UACC62. Synergy scores: CSS=39.9, Synergy_ZIP=0.533, Synergy_Bliss=-4.19, Synergy_Loewe=-3.47, Synergy_HSA=-4.01. (2) Drug 1: C1CCN(CC1)CCOC2=CC=C(C=C2)C(=O)C3=C(SC4=C3C=CC(=C4)O)C5=CC=C(C=C5)O. Drug 2: C#CCC(CC1=CN=C2C(=N1)C(=NC(=N2)N)N)C3=CC=C(C=C3)C(=O)NC(CCC(=O)O)C(=O)O. Cell line: HCC-2998. Synergy scores: CSS=-1.85, Synergy_ZIP=0.556, Synergy_Bliss=-6.70, Synergy_Loewe=-3.85, Synergy_HSA=-7.89.